Dataset: Catalyst prediction with 721,799 reactions and 888 catalyst types from USPTO. Task: Predict which catalyst facilitates the given reaction. (1) Product: [Br:1][C:2]1[CH:3]=[C:4]([NH:9][S:18]([C:12]2[CH:13]=[CH:14][C:15]([F:17])=[CH:16][C:11]=2[F:10])(=[O:20])=[O:19])[CH:5]=[N:6][CH:7]=1. Reactant: [Br:1][C:2]1[CH:3]=[C:4]([NH2:9])[C:5](Cl)=[N:6][CH:7]=1.[F:10][C:11]1[CH:16]=[C:15]([F:17])[CH:14]=[CH:13][C:12]=1[S:18](Cl)(=[O:20])=[O:19].Cl. The catalyst class is: 17. (2) Reactant: [C:1]([C:3]1[CH:11]=[CH:10][C:6]([C:7]([OH:9])=[O:8])=[CH:5][C:4]=1[F:12])#[N:2].[CH3:13]O. Product: [CH3:13][O:8][C:7](=[O:9])[C:6]1[CH:10]=[CH:11][C:3]([C:1]#[N:2])=[C:4]([F:12])[CH:5]=1. The catalyst class is: 277. (3) Reactant: [CH:1]([C:4]1[S:5][CH:6]=[C:7]([C:9]([N:11]2[CH2:16][C:15]3([CH2:21][CH2:20][N:19]([CH2:22][CH2:23][C:24]4[CH:25]=[C:26]([CH:39]=[CH:40][CH:41]=4)[CH2:27][CH2:28][O:29][CH2:30][CH2:31][C:32]([O:34]C(C)(C)C)=[O:33])[CH2:18][CH2:17]3)[O:14][CH2:13][CH2:12]2)=[O:10])[N:8]=1)([CH3:3])[CH3:2].[F:42][C:43]([F:48])([F:47])[C:44]([OH:46])=[O:45]. Product: [F:42][C:43]([F:48])([F:47])[C:44]([OH:46])=[O:45].[CH:1]([C:4]1[S:5][CH:6]=[C:7]([C:9]([N:11]2[CH2:16][C:15]3([CH2:17][CH2:18][N:19]([CH2:22][CH2:23][C:24]4[CH:25]=[C:26]([CH:39]=[CH:40][CH:41]=4)[CH2:27][CH2:28][O:29][CH2:30][CH2:31][C:32]([OH:34])=[O:33])[CH2:20][CH2:21]3)[O:14][CH2:13][CH2:12]2)=[O:10])[N:8]=1)([CH3:3])[CH3:2]. The catalyst class is: 4. (4) Reactant: [C:1]([C:3]1[N:8]=[C:7]2[C:9](I)=[C:10]([C:19]3[CH:24]=[CH:23][N:22]=[CH:21][CH:20]=3)[N:11](C(OC(C)(C)C)=O)[C:6]2=[CH:5][CH:4]=1)#[N:2].[F:26][C:27]1[CH:32]=[CH:31][C:30](B(O)O)=[CH:29][CH:28]=1.C([O-])([O-])=O.[K+].[K+].Cl.[OH-].[Na+]. Product: [F:26][C:27]1[CH:32]=[CH:31][C:30]([C:9]2[C:7]3=[N:8][C:3]([C:1]#[N:2])=[CH:4][CH:5]=[C:6]3[NH:11][C:10]=2[C:19]2[CH:20]=[CH:21][N:22]=[CH:23][CH:24]=2)=[CH:29][CH:28]=1. The catalyst class is: 622. (5) Reactant: [C:1]([C:4]1[CH:9]=[CH:8][C:7]([CH2:10][CH:11](Br)[C:12]([O:14]C)=[O:13])=[C:6]([CH3:17])[CH:5]=1)(=[O:3])[CH3:2].C[O-].[Na+].Cl.O. Product: [C:1]([C:4]1[CH:9]=[CH:8][C:7]([CH:10]=[CH:11][C:12]([OH:14])=[O:13])=[C:6]([CH3:17])[CH:5]=1)(=[O:3])[CH3:2]. The catalyst class is: 5. (6) Reactant: [CH3:1][O:2][C:3]1[CH:8]=[CH:7][C:6]([N:9]2[CH:13]=[CH:12][C:11](C(OCC)=O)=[N:10]2)=[CH:5][CH:4]=1.C(N(CC)CC)C.ClC(OCC(C)C)=O.Cl.NO. Product: [CH3:1][O:2][C:3]1[CH:4]=[CH:5][C:6]([N:9]2[CH:13]=[CH:12][CH:11]=[N:10]2)=[CH:7][CH:8]=1. The catalyst class is: 10. (7) Reactant: [Cl:1][C:2]1[N:7]=[C:6](Cl)[CH:5]=[C:4]([Cl:9])[N:3]=1.[C:10]([NH2:14])([CH3:13])([CH3:12])[CH3:11].C(=O)([O-])[O-].[K+].[K+]. Product: [C:10]([NH:14][C:6]1[CH:5]=[C:4]([Cl:9])[N:3]=[C:2]([Cl:1])[N:7]=1)([CH3:13])([CH3:12])[CH3:11]. The catalyst class is: 3.